This data is from Reaction yield outcomes from USPTO patents with 853,638 reactions. The task is: Predict the reaction yield, written as a fraction of the theoretical maximum amount of product (1.0 means a 100% yield; for example, 0.34 means a 34% yield). (1) The reactants are [O:1]1[CH2:5][CH2:4][CH2:3][C@H:2]1[C:6](Cl)=[O:7].[BrH:9].[CH3:10]COCC.C(Cl)Cl. No catalyst specified. The product is [Br:9][CH2:10][C:6]([C@@H:2]1[CH2:3][CH2:4][CH2:5][O:1]1)=[O:7]. The yield is 0.350. (2) The reactants are C1(P(C2C=CC=CC=2)C2C=CC=CC=2)C=CC=CC=1.BrN1C(=O)CCC1=O.[Cl:28][C:29]1[CH:30]=[C:31]([C@@H:39]([CH2:43][CH:44]2[CH2:48][CH2:47][CH2:46][CH2:45]2)[C:40]([OH:42])=O)[CH:32]=[CH:33][C:34]=1[S:35]([CH3:38])(=[O:37])=[O:36].Br.[NH2:50][C:51]1[S:52][C:53]([Br:56])=[CH:54][N:55]=1.N1C=CC=CC=1. The catalyst is C(Cl)Cl.O. The product is [Br:56][C:53]1[S:52][C:51]([NH:50][C:40](=[O:42])[C@@H:39]([C:31]2[CH:32]=[CH:33][C:34]([S:35]([CH3:38])(=[O:36])=[O:37])=[C:29]([Cl:28])[CH:30]=2)[CH2:43][CH:44]2[CH2:48][CH2:47][CH2:46][CH2:45]2)=[N:55][CH:54]=1. The yield is 0.510. (3) The reactants are [Cl:1][C:2]1[CH:3]=[C:4]([C:10]2([C:27]([F:30])([F:29])[F:28])[CH2:14][CH2:13][N:12]([C:15]3[N:20]=[C:19]([C:21]([F:24])([F:23])[F:22])[C:18]([CH2:25]O)=[CH:17][N:16]=3)[CH2:11]2)[CH:5]=[C:6]([Cl:9])[C:7]=1[Cl:8].O1CCCC1.CS(Cl)(=O)=O.O.[NH3:42]. The catalyst is CO. The product is [Cl:1][C:2]1[CH:3]=[C:4]([C:10]2([C:27]([F:30])([F:29])[F:28])[CH2:14][CH2:13][N:12]([C:15]3[N:20]=[C:19]([C:21]([F:24])([F:23])[F:22])[C:18]([CH2:25][NH2:42])=[CH:17][N:16]=3)[CH2:11]2)[CH:5]=[C:6]([Cl:9])[C:7]=1[Cl:8]. The yield is 0.450. (4) The reactants are [F:1][C:2]1[CH:3]=[C:4]([C:10]2[CH:16]=[CH:15][CH:14]=[CH:13][C:11]=2[NH2:12])[CH:5]=[C:6]([F:9])[C:7]=1[F:8].C(N(CC)CC)C.[C:24](=[O:27])([O-])[O-].[K+].[K+].Br[C:31]1[C:32]([CH:37]([F:39])[F:38])=[N:33][N:34]([CH3:36])[CH:35]=1. The catalyst is C(#N)C.[Pd](Cl)Cl.CC(C)(CP(C1C=CC=CC=1)C1C=CC=CC=1)CP(C1C=CC=CC=1)C1C=CC=CC=1. The product is [F:1][C:2]1[CH:3]=[C:4]([C:10]2[CH:16]=[CH:15][CH:14]=[CH:13][C:11]=2[NH:12][C:24]([C:31]2[C:32]([CH:37]([F:39])[F:38])=[N:33][N:34]([CH3:36])[CH:35]=2)=[O:27])[CH:5]=[C:6]([F:9])[C:7]=1[F:8]. The yield is 0.540. (5) The yield is 0.900. The product is [I:1][C:2]1[C:3]2([CH2:4][CH2:5][C:6]([CH3:9])([CH3:8])[CH:7]=1)[O:13][CH2:12][CH2:11][O:10]2. The reactants are [I:1][C:2]1[C:3](=[O:10])[CH2:4][CH2:5][C:6]([CH3:9])([CH3:8])[CH:7]=1.[CH2:11](O)[CH2:12][OH:13]. The catalyst is C1C=CC=CC=1.O.C1(C)C=CC(S(O)(=O)=O)=CC=1. (6) The reactants are [CH3:1][C:2]([CH3:46])([CH2:10][C:11]([O:13][C@H:14]1[CH2:31][CH2:30][C@@:29]2([CH3:32])[C@@H:16]([CH2:17][CH2:18][C@:19]3([CH3:43])[C@@H:28]2[CH2:27][CH2:26][C@H:25]2[C@@:20]3([CH3:42])[CH2:21][CH2:22][C@@:23]3([CH:40]=[O:41])[CH2:35][C:34](=[O:36])[C:33]([CH:37]([CH3:39])[CH3:38])=[C:24]32)[C:15]1([CH3:45])[CH3:44])=[O:12])[C:3]([O:5][C:6]([CH3:9])([CH3:8])[CH3:7])=[O:4].CC12C(C)(C)C(CC1)CC2NCCNC1CC2C(C)(C)C1(C)CC2.[C@@]12(C)C(C)(C)C(CC1)CC2=O.[N+:82]([CH3:85])([O-:84])=[O:83].CCN(C(C)C)C(C)C. The catalyst is O.C([O-])(=O)C.[Cu+2].C([O-])(=O)C.CCCCCCC.C1(C)C=CC=CC=1.C(O)(C)(C)C. The product is [CH3:46][C:2]([CH3:1])([CH2:10][C:11]([O:13][C@H:14]1[CH2:31][CH2:30][C@@:29]2([CH3:32])[C@@H:16]([CH2:17][CH2:18][C@:19]3([CH3:43])[C@@H:28]2[CH2:27][CH2:26][C@H:25]2[C@@:20]3([CH3:42])[CH2:21][CH2:22][C@@:23]3([C@@H:40]([OH:41])[CH2:85][N+:82]([O-:84])=[O:83])[CH2:35][C:34](=[O:36])[C:33]([CH:37]([CH3:38])[CH3:39])=[C:24]32)[C:15]1([CH3:44])[CH3:45])=[O:12])[C:3]([O:5][C:6]([CH3:7])([CH3:8])[CH3:9])=[O:4]. The yield is 0.830. (7) The reactants are [C:1]([CH:3]([NH:9][C:10](=O)[C:11]1[C:16]([F:17])=[CH:15][CH:14]=[CH:13][C:12]=1[F:18])[C:4]([O:6][CH2:7][CH3:8])=[O:5])#[N:2].COC1C=CC(P2(SP(C3C=CC(OC)=CC=3)(=S)S2)=[S:29])=CC=1. The catalyst is N1C=CC=CC=1. The product is [NH2:2][C:1]1[S:29][C:10]([C:11]2[C:16]([F:17])=[CH:15][CH:14]=[CH:13][C:12]=2[F:18])=[N:9][C:3]=1[C:4]([O:6][CH2:7][CH3:8])=[O:5]. The yield is 0.250.